This data is from Peptide-MHC class I binding affinity with 185,985 pairs from IEDB/IMGT. The task is: Regression. Given a peptide amino acid sequence and an MHC pseudo amino acid sequence, predict their binding affinity value. This is MHC class I binding data. (1) The peptide sequence is HERPVILSL. The MHC is HLA-A69:01 with pseudo-sequence HLA-A69:01. The binding affinity (normalized) is 0.0847. (2) The peptide sequence is TFGNPVIPFK. The MHC is HLA-A11:01 with pseudo-sequence HLA-A11:01. The binding affinity (normalized) is 0.762. (3) The peptide sequence is IIRNARNL. The MHC is H-2-Kb with pseudo-sequence H-2-Kb. The binding affinity (normalized) is 0.324. (4) The peptide sequence is VFNNYMPYVF. The MHC is HLA-A23:01 with pseudo-sequence HLA-A23:01. The binding affinity (normalized) is 0.804. (5) The peptide sequence is ILLHSTYFPCF. The MHC is Mamu-B52 with pseudo-sequence Mamu-B52. The binding affinity (normalized) is 0.592. (6) The peptide sequence is ALAKAAAAL. The MHC is HLA-A02:06 with pseudo-sequence HLA-A02:06. The binding affinity (normalized) is 0.651. (7) The peptide sequence is AVAKYFSPL. The MHC is HLA-B15:03 with pseudo-sequence HLA-B15:03. The binding affinity (normalized) is 0.495.